This data is from Reaction yield outcomes from USPTO patents with 853,638 reactions. The task is: Predict the reaction yield, written as a fraction of the theoretical maximum amount of product (1.0 means a 100% yield; for example, 0.34 means a 34% yield). (1) The reactants are [CH:1]1([OH:9])[CH2:8][CH2:7][CH2:6][CH2:5][CH2:4][CH:3]=[CH:2]1.[N+:10]([C:13]1[CH:21]=[CH:20][C:16]([C:17](Cl)=[O:18])=[CH:15][CH:14]=1)([O-:12])=[O:11]. The catalyst is ClCCl.CN(C1C=CN=CC=1)C. The product is [N+:10]([C:13]1[CH:14]=[CH:15][C:16]([C:17]([O:9][CH:1]2[CH2:8][CH2:7][CH2:6][CH2:5][CH2:4][CH:3]=[CH:2]2)=[O:18])=[CH:20][CH:21]=1)([O-:12])=[O:11]. The yield is 0.480. (2) The reactants are [CH3:1][C:2](=O)[CH:3]=[CH2:4].[NH:6]1[CH2:11][CH2:10][O:9][CH2:8][CH2:7]1.[CH2:12]([SH:19])[C:13]1[CH:18]=[CH:17][CH:16]=[CH:15][CH:14]=1.C(N)CN.[N+:24]([CH3:27])([O-:26])=[O:25]. The catalyst is C(#N)C. The product is [CH2:12]([S:19][C:2]([CH3:1])([CH2:27][N+:24]([O-:26])=[O:25])[CH2:3][CH2:4][N:6]1[CH2:11][CH2:10][O:9][CH2:8][CH2:7]1)[C:13]1[CH:18]=[CH:17][CH:16]=[CH:15][CH:14]=1. The yield is 0.410. (3) The reactants are [C:1]1([C:7]2[CH:8]=[C:9]([C:23](O)=[O:24])[C:10]([O:13][C:14]3[C:19]([CH3:20])=[CH:18][C:17]([CH3:21])=[CH:16][C:15]=3[CH3:22])=[N:11][CH:12]=2)[CH:6]=[CH:5][CH:4]=[CH:3][CH:2]=1.[Na+].[N+:27]([C:30]1[CH:31]=[C:32]([S:36]([NH-:39])(=[O:38])=[O:37])[CH:33]=[CH:34][CH:35]=1)([O-:29])=[O:28].CN(C(ON1N=NC2C=CC=NC1=2)=[N+](C)C)C.F[P-](F)(F)(F)(F)F.Cl. The catalyst is C(#N)C.O.CN(C)C=O. The product is [N+:27]([C:30]1[CH:31]=[C:32]([S:36]([NH:39][C:23]([C:9]2[C:10]([O:13][C:14]3[C:15]([CH3:22])=[CH:16][C:17]([CH3:21])=[CH:18][C:19]=3[CH3:20])=[N:11][CH:12]=[C:7]([C:1]3[CH:2]=[CH:3][CH:4]=[CH:5][CH:6]=3)[CH:8]=2)=[O:24])(=[O:37])=[O:38])[CH:33]=[CH:34][CH:35]=1)([O-:29])=[O:28]. The yield is 0.610. (4) The reactants are COC1C=CC(C[N:8]([CH:39]([CH3:41])[CH3:40])[CH2:9][CH2:10][C@H:11]([NH:14][C:15]([C:17]2[CH:25]=[C:24]3[C:20]([CH:21]=[N:22][N:23]3[CH2:26][CH:27]([CH3:29])[CH3:28])=[CH:19][C:18]=2[O:30][C:31]2[CH:36]=[CH:35][C:34]([F:37])=[CH:33][C:32]=2[F:38])=[O:16])[CH2:12][OH:13])=CC=1. The catalyst is CO.[Pd]. The product is [OH:13][CH2:12][C@@H:11]([NH:14][C:15]([C:17]1[CH:25]=[C:24]2[C:20]([CH:21]=[N:22][N:23]2[CH2:26][CH:27]([CH3:28])[CH3:29])=[CH:19][C:18]=1[O:30][C:31]1[CH:36]=[CH:35][C:34]([F:37])=[CH:33][C:32]=1[F:38])=[O:16])[CH2:10][CH2:9][NH:8][CH:39]([CH3:41])[CH3:40]. The yield is 0.600. (5) The reactants are Cl.[CH:2]([O:5][C:6]1[CH:11]=[CH:10][C:9]([C:12]([N:14]2[CH2:19][CH2:18][C:17]3([O:24][CH:23]([C:25]4[O:29]N=[C:27]([CH3:30])[N:26]=4)[CH2:22][NH:21][CH2:20]3)[CH2:16][CH2:15]2)=[O:13])=[CH:8][C:7]=1[CH3:31])([CH3:4])[CH3:3].FC(F)(F)S(O[CH2:38][C:39]([F:42])([F:41])[F:40])(=O)=O.[C:45]([O-])(O)=O.[Na+]. No catalyst specified. The product is [CH:2]([O:5][C:6]1[CH:11]=[CH:10][C:9]([C:12]([N:14]2[CH2:19][CH2:18][C:17]3([O:24][CH:23]([C:25]4[O:29][C:30]([CH3:45])=[CH:27][N:26]=4)[CH2:22][N:21]([CH2:38][C:39]([F:42])([F:41])[F:40])[CH2:20]3)[CH2:16][CH2:15]2)=[O:13])=[CH:8][C:7]=1[CH3:31])([CH3:3])[CH3:4]. The yield is 0.100. (6) The reactants are Cl[C:2]1[N:3]=[C:4]([N:22]2[CH2:27][CH2:26][O:25][CH2:24][CH2:23]2)[C:5]2[N:10]=[C:9]([CH2:11][N:12]3[CH2:15][CH:14](N4CCOCC4)[CH2:13]3)[S:8][C:6]=2[N:7]=1.[CH3:28][C:29]1[NH:30][C:31]2[CH:37]=[CH:36][CH:35]=[CH:34][C:32]=2[N:33]=1.[CH3:38][CH:39]([C:41]1C=C(C(C)C)C(C2C=CC=CC=2P(C2CCCCC2)C2CCCCC2)=[C:43](C(C)C)[CH:42]=1)C.C([O-])([O-])=[O:73].[Cs+].[Cs+]. The catalyst is CN(C=O)C.C1C=CC(/C=C/C(/C=C/C2C=CC=CC=2)=O)=CC=1.C1C=CC(/C=C/C(/C=C/C2C=CC=CC=2)=O)=CC=1.C1C=CC(/C=C/C(/C=C/C2C=CC=CC=2)=O)=CC=1.[Pd].[Pd]. The product is [CH3:28][C:29]1[N:33]([C:2]2[N:3]=[C:4]([N:22]3[CH2:23][CH2:24][O:25][CH2:26][CH2:27]3)[C:5]3[N:10]=[C:9]([CH2:11][N:12]4[CH2:13][CH:14]([CH:41]5[CH2:42][CH2:43][O:73][CH2:38][CH2:39]5)[CH2:15]4)[S:8][C:6]=3[N:7]=2)[C:32]2[CH:34]=[CH:35][CH:36]=[CH:37][C:31]=2[N:30]=1. The yield is 0.390. (7) The reactants are [Cl:1][C:2]1[C:3]([NH:18][C:19]2[C:26]([F:27])=[CH:25][CH:24]=[CH:23]C=2C#N)=[CH:4][C:5]([NH:8][C:9]2[N:13]([CH:14]([CH3:16])[CH3:15])[N:12]=[C:11]([CH3:17])[CH:10]=2)=[N:6][CH:7]=1.[OH-].[Na+].[C:30]([O:33]CC)(=[O:32])[CH3:31]. The catalyst is O1CCOCC1. The product is [Cl:1][C:2]1[C:3]([NH:18][C:19]2[C:26]([F:27])=[CH:25][CH:24]=[CH:23][C:31]=2[C:30]([OH:33])=[O:32])=[CH:4][C:5]([NH:8][C:9]2[N:13]([CH:14]([CH3:16])[CH3:15])[N:12]=[C:11]([CH3:17])[CH:10]=2)=[N:6][CH:7]=1. The yield is 0.750. (8) The reactants are [CH2:1]([CH:3]([C:16](=O)[CH3:17])[C:4]([NH:6][CH2:7][CH2:8][C:9]1[CH:14]=[CH:13][CH:12]=[C:11]([F:15])[CH:10]=1)=[O:5])[CH3:2].[NH3:19].[Al+3].[Cl-].[Cl-].[Cl-]. The catalyst is C(OCC)C. The product is [NH2:19]/[C:16](/[CH3:17])=[C:3](/[CH2:1][CH3:2])\[C:4]([NH:6][CH2:7][CH2:8][C:9]1[CH:14]=[CH:13][CH:12]=[C:11]([F:15])[CH:10]=1)=[O:5]. The yield is 0.680. (9) The reactants are [N:1]1[C:10]2[C:5](=[CH:6][CH:7]=[CH:8][CH:9]=2)[CH:4]=[CH:3][C:2]=1[N:11]1[CH2:14][CH:13]([O:15][C:16]2[C:17]([C:22]3[CH2:27][CH2:26][N:25]([C:28]([O:30][C:31]([CH3:34])([CH3:33])[CH3:32])=[O:29])[CH2:24][CH:23]=3)=[N:18][CH:19]=[CH:20][N:21]=2)[CH2:12]1. The catalyst is CO.[Pd]. The product is [N:1]1[C:10]2[C:5](=[CH:6][CH:7]=[CH:8][CH:9]=2)[CH:4]=[CH:3][C:2]=1[N:11]1[CH2:14][CH:13]([O:15][C:16]2[C:17]([CH:22]3[CH2:23][CH2:24][N:25]([C:28]([O:30][C:31]([CH3:34])([CH3:33])[CH3:32])=[O:29])[CH2:26][CH2:27]3)=[N:18][CH:19]=[CH:20][N:21]=2)[CH2:12]1. The yield is 0.860.